Dataset: Reaction yield outcomes from USPTO patents with 853,638 reactions. Task: Predict the reaction yield, written as a fraction of the theoretical maximum amount of product (1.0 means a 100% yield; for example, 0.34 means a 34% yield). (1) The reactants are Br.[Br:2][C:3]1[CH:7]=[N:6][N:5]2[CH2:8][CH2:9][NH:10][C:4]=12.[H-].[Na+].[C:13](O[C:13]([O:15][C:16]([CH3:19])([CH3:18])[CH3:17])=[O:14])([O:15][C:16]([CH3:19])([CH3:18])[CH3:17])=[O:14].O. The catalyst is ClCCl.CN(C)C1C=CN=CC=1. The product is [Br:2][C:3]1[CH:7]=[N:6][N:5]2[CH2:8][CH2:9][N:10]([C:13]([O:15][C:16]([CH3:19])([CH3:18])[CH3:17])=[O:14])[C:4]=12. The yield is 0.650. (2) The reactants are [Cl:1][C:2]1[CH:10]=[CH:9][CH:8]=[C:7]2[C:3]=1[C:4](=[O:12])[C:5](=[O:11])[NH:6]2.[H-].[Na+].Br[CH:16]([C:23]1[CH:28]=[CH:27][CH:26]=[CH:25][CH:24]=1)[C:17]1[CH:22]=[CH:21][CH:20]=[CH:19][CH:18]=1. The catalyst is CN(C)C=O.C(OCC)(=O)C. The product is [Cl:1][C:2]1[CH:10]=[CH:9][CH:8]=[C:7]2[C:3]=1[C:4](=[O:12])[C:5](=[O:11])[N:6]2[CH:16]([C:17]1[CH:22]=[CH:21][CH:20]=[CH:19][CH:18]=1)[C:23]1[CH:28]=[CH:27][CH:26]=[CH:25][CH:24]=1. The yield is 0.810. (3) The reactants are [F:1][C:2]([F:22])([F:21])[C:3]([C:9]1[CH:14]=[CH:13][C:12]([NH:15][CH2:16][C:17]([F:20])([F:19])[F:18])=[CH:11][CH:10]=1)([OH:8])[C:4]([F:7])([F:6])[F:5].[Cl:23][C:24]1[CH:34]=[CH:33][C:27]2[S:28][C:29]([CH2:31]Cl)=[CH:30][C:26]=2[CH:25]=1. The catalyst is CC(O)(C)C. The product is [Cl:23][C:24]1[CH:34]=[CH:33][C:27]2[S:28][C:29]([CH2:31][N:15]([CH2:16][C:17]([F:19])([F:18])[F:20])[C:12]3[CH:11]=[CH:10][C:9]([C:3]([OH:8])([C:4]([F:7])([F:6])[F:5])[C:2]([F:21])([F:22])[F:1])=[CH:14][CH:13]=3)=[CH:30][C:26]=2[CH:25]=1. The yield is 0.190. (4) The reactants are [CH3:1][S:2]([C:5]1[CH:6]=[C:7]([CH:11]2[CH2:16][CH2:15][CH2:14][NH:13][CH2:12]2)[CH:8]=[CH:9][CH:10]=1)(=[O:4])=[O:3].[F:17][C:18]([F:23])([F:22])[C@@H:19]1[CH2:21][O:20]1. The catalyst is C(#N)C. The product is [F:17][C:18]([F:23])([F:22])[C@@H:19]([OH:20])[CH2:21][N:13]1[CH2:14][CH2:15][CH2:16][CH:11]([C:7]2[CH:8]=[CH:9][CH:10]=[C:5]([S:2]([CH3:1])(=[O:4])=[O:3])[CH:6]=2)[CH2:12]1. The yield is 1.00. (5) The reactants are C([C:5]([N:7]([CH2:12][C:13]1[CH:18]=[CH:17][C:16](B(O)O)=[CH:15][CH:14]=1)[CH2:8][CH2:9][CH2:10][F:11])=[O:6])(C)(C)C.CC[OH:24].[F:25][C:26]1[CH:27]=[C:28]([N:33]2[CH2:37][C@H:36]([CH2:38][NH:39][C:40](=[O:42])[CH3:41])[O:35][C:34]2=[O:43])[CH:29]=[CH:30][C:31]=1I.C([O-])([O-])=O.[K+].[K+].[C:50]1([CH3:56])[CH:55]=CC=C[CH:51]=1. The catalyst is C1C=CC([P]([Pd]([P](C2C=CC=CC=2)(C2C=CC=CC=2)C2C=CC=CC=2)([P](C2C=CC=CC=2)(C2C=CC=CC=2)C2C=CC=CC=2)[P](C2C=CC=CC=2)(C2C=CC=CC=2)C2C=CC=CC=2)(C2C=CC=CC=2)C2C=CC=CC=2)=CC=1.O. The product is [C:50]([O:24][C:5](=[O:6])[N:7]([CH2:12][C:13]1[CH:14]=[CH:15][C:16]([C:31]2[CH:30]=[CH:29][C:28]([N:33]3[CH2:37][C@H:36]([CH2:38][NH:39][C:40](=[O:42])[CH3:41])[O:35][C:34]3=[O:43])=[CH:27][C:26]=2[F:25])=[CH:17][CH:18]=1)[CH2:8][CH2:9][CH2:10][F:11])([CH3:56])([CH3:55])[CH3:51]. The yield is 0.615. (6) The reactants are [F:1][C:2]([F:15])([F:14])[O:3][C:4]1[CH:9]=[CH:8][C:7]([CH2:10][C:11]([OH:13])=O)=[CH:6][CH:5]=1.C(Cl)(=O)C(Cl)=O.[NH2:22][C:23](=[N:29]O)[C:24]([O:26][CH2:27][CH3:28])=[O:25].C(N(CC)C(C)C)(C)C. The catalyst is ClCCl.N1C=CC=CC=1.CN(C=O)C. The product is [F:14][C:2]([F:1])([F:15])[O:3][C:4]1[CH:5]=[CH:6][C:7]([CH2:10][C:11]2[O:13][N:29]=[C:23]([C:24]([O:26][CH2:27][CH3:28])=[O:25])[N:22]=2)=[CH:8][CH:9]=1. The yield is 0.100. (7) The reactants are FC1C(O[C:9](=[O:27])[C:10]2[CH:15]=[CH:14][C:13]([F:16])=[C:12]([F:17])[C:11]=2[NH:18][C:19]2[CH:24]=[CH:23][C:22]([I:25])=[CH:21][C:20]=2[F:26])=C(F)C(F)=C(F)C=1F.[Cl-].[OH:33][CH:34]1[CH2:38][O:37][NH2+:36][CH2:35]1.CN1CCOCC1.C(OCC)(=O)C. The catalyst is CN(C)C=O. The product is [F:17][C:12]1[C:11]([NH:18][C:19]2[CH:24]=[CH:23][C:22]([I:25])=[CH:21][C:20]=2[F:26])=[C:10]([C:9]([N:36]2[CH2:35][CH:34]([OH:33])[CH2:38][O:37]2)=[O:27])[CH:15]=[CH:14][C:13]=1[F:16]. The yield is 0.430. (8) The catalyst is CN(C)C=O. The reactants are [C:1]1([C:7]2[NH:8][CH:9]=[C:10]([CH:12]=[O:13])[N:11]=2)[CH:6]=[CH:5][CH:4]=[CH:3][CH:2]=1.[H-].[Na+].Cl[C:17]1[N:22]=[CH:21][CH:20]=[CH:19][N:18]=1.O. The yield is 0.160. The product is [C:1]1([C:7]2[N:8]([C:17]3[N:22]=[CH:21][CH:20]=[CH:19][N:18]=3)[CH:9]=[C:10]([CH:12]=[O:13])[N:11]=2)[CH:2]=[CH:3][CH:4]=[CH:5][CH:6]=1. (9) The reactants are [CH3:1][C:2]1[C:3]2[N:4]([CH:18]=[CH:19][N:20]=2)[CH:5]=[C:6]([C:8]2[CH:13]=[CH:12][C:11]([C:14]([F:17])([F:16])[F:15])=[CH:10][CH:9]=2)[CH:7]=1.C([O-])(=O)C.[Na+].[I:26]Cl. The catalyst is C(O)(=O)C. The product is [I:26][C:18]1[N:4]2[CH:5]=[C:6]([C:8]3[CH:13]=[CH:12][C:11]([C:14]([F:16])([F:15])[F:17])=[CH:10][CH:9]=3)[CH:7]=[C:2]([CH3:1])[C:3]2=[N:20][CH:19]=1. The yield is 0.890.